Dataset: Reaction yield outcomes from USPTO patents with 853,638 reactions. Task: Predict the reaction yield, written as a fraction of the theoretical maximum amount of product (1.0 means a 100% yield; for example, 0.34 means a 34% yield). (1) The reactants are [C:1](=[NH:24])([O:3][CH2:4][CH2:5][C:6]1[CH:11]=[CH:10][C:9]([O:12][C:13]2[CH:18]=[CH:17][CH:16]=[C:15]([C:19]([F:22])([F:21])[F:20])[N:14]=2)=[C:8]([F:23])[CH:7]=1)[NH2:2].[OH:25]/[CH:26]=[C:27](\[CH2:32][C:33]1[CH:34]=[N:35][C:36]([O:39][CH3:40])=[N:37][CH:38]=1)/[C:28](OC)=O.C([O-])([O-])=O.[K+].[K+]. The catalyst is CN1C(=O)CCC1. The product is [F:23][C:8]1[CH:7]=[C:6]([CH2:5][CH2:4][O:3][C:1]2[NH:2][CH:28]=[C:27]([CH2:32][C:33]3[CH:34]=[N:35][C:36]([O:39][CH3:40])=[N:37][CH:38]=3)[C:26](=[O:25])[N:24]=2)[CH:11]=[CH:10][C:9]=1[O:12][C:13]1[CH:18]=[CH:17][CH:16]=[C:15]([C:19]([F:22])([F:20])[F:21])[N:14]=1. The yield is 0.216. (2) The reactants are [CH3:1][O:2][C:3]1[CH:8]=[CH:7][C:6]([CH2:9][O:10][C:11]2[CH:16]=[CH:15][C:14]([CH:17]=[C:18]3[C:23](=[O:24])[O:22]C(C)(C)OC3=O)=[CH:13][CH:12]=2)=[CH:5][CH:4]=1.[C:28]([Mg]Br)#[C:29][CH3:30]. The catalyst is C1COCC1. The product is [CH3:1][O:2][C:3]1[CH:4]=[CH:5][C:6]([CH2:9][O:10][C:11]2[CH:12]=[CH:13][C:14]([CH:17]([C:28]#[C:29][CH3:30])[CH2:18][C:23]([OH:22])=[O:24])=[CH:15][CH:16]=2)=[CH:7][CH:8]=1. The yield is 0.780. (3) The reactants are C([O:8][C:9]1[CH:14]=[C:13]([F:15])[CH:12]=[CH:11][C:10]=1[C:16]1[C:25]([CH3:26])=[CH:24][C:23]([N+:27]([O-])=O)=[CH:22][C:17]=1[C:18]([O:20][CH3:21])=[O:19])C1C=CC=CC=1. The catalyst is CO.O1CCCC1.[Pd]. The product is [NH2:27][C:23]1[CH:24]=[C:25]([CH3:26])[C:16]([C:10]2[CH:11]=[CH:12][C:13]([F:15])=[CH:14][C:9]=2[OH:8])=[C:17]([CH:22]=1)[C:18]([O:20][CH3:21])=[O:19]. The yield is 0.640.